Dataset: Catalyst prediction with 721,799 reactions and 888 catalyst types from USPTO. Task: Predict which catalyst facilitates the given reaction. (1) Reactant: COC1C=CC(C=[N:10][C@H:11]([C:13]2[CH:18]=[CH:17][CH:16]=[CH:15][CH:14]=2)[CH3:12])=CC=1.ClC1C=C(C=CC=1)C(OO)=[O:24].O.C1(C)C=CC(S(O)(=O)=O)=CC=1.Cl.ON. The catalyst class is: 355. Product: [C:13]1([C@@H:11]([NH:10][OH:24])[CH3:12])[CH:18]=[CH:17][CH:16]=[CH:15][CH:14]=1. (2) Reactant: [Br:1][C:2]1[CH:3]=[C:4]([NH:8][C:9]2[C:18]3[C:13](=[CH:14][N:15]=[C:16](F)[CH:17]=3)[N:12]=[CH:11][C:10]=2[C:20]#[N:21])[CH:5]=[CH:6][CH:7]=1.[CH3:22][O:23][C:24]1[CH:31]=[CH:30][C:27]([CH2:28][NH2:29])=[CH:26][CH:25]=1.CO.C(Cl)(Cl)Cl. Product: [Br:1][C:2]1[CH:3]=[C:4]([NH:8][C:9]2[C:18]3[C:13](=[CH:14][N:15]=[C:16]([NH:29][CH2:28][C:27]4[CH:30]=[CH:31][C:24]([O:23][CH3:22])=[CH:25][CH:26]=4)[CH:17]=3)[N:12]=[CH:11][C:10]=2[C:20]#[N:21])[CH:5]=[CH:6][CH:7]=1. The catalyst class is: 8. (3) Reactant: CC[N+](S(N=C(OC)[O-])(=O)=O)(CC)CC.[C:16]([O:20][C:21](=[O:35])[NH:22][CH:23]1[C:30](=[O:31])[N:29]2[CH:25]([S:26][CH2:27][CH:28]2[C:32](=O)[NH2:33])[CH2:24]1)([CH3:19])([CH3:18])[CH3:17]. Product: [C:16]([O:20][C:21](=[O:35])[NH:22][CH:23]1[C:30](=[O:31])[N:29]2[CH:25]([S:26][CH2:27][CH:28]2[C:32]#[N:33])[CH2:24]1)([CH3:19])([CH3:17])[CH3:18]. The catalyst class is: 1. (4) Reactant: FC(F)(F)C(O)=O.C(OC([NH:15][C:16]1[CH:24]=[C:23]([F:25])[CH:22]=[C:21]2[C:17]=1[CH:18]=[CH:19][N:20]2[C:26]([C:33]1[CH:38]=[CH:37][C:36]([Cl:39])=[CH:35][CH:34]=1)([CH2:31][CH3:32])[C:27]([O:29][CH3:30])=[O:28])=O)(C)(C)C. Product: [NH2:15][C:16]1[CH:24]=[C:23]([F:25])[CH:22]=[C:21]2[C:17]=1[CH:18]=[CH:19][N:20]2[C:26]([C:33]1[CH:34]=[CH:35][C:36]([Cl:39])=[CH:37][CH:38]=1)([CH2:31][CH3:32])[C:27]([O:29][CH3:30])=[O:28]. The catalyst class is: 2.